Regression. Given a peptide amino acid sequence and an MHC pseudo amino acid sequence, predict their binding affinity value. This is MHC class I binding data. From a dataset of Peptide-MHC class I binding affinity with 185,985 pairs from IEDB/IMGT. (1) The peptide sequence is LLSLFSTLV. The MHC is HLA-A02:01 with pseudo-sequence HLA-A02:01. The binding affinity (normalized) is 0.773. (2) The MHC is Mamu-A01 with pseudo-sequence Mamu-A01. The binding affinity (normalized) is 0.158. The peptide sequence is VLPENVPGT. (3) The MHC is HLA-A02:01 with pseudo-sequence HLA-A02:01. The peptide sequence is LLTYFCFVA. The binding affinity (normalized) is 0.796. (4) The MHC is HLA-A02:01 with pseudo-sequence HLA-A02:01. The binding affinity (normalized) is 0.480. The peptide sequence is WILRGTSFV. (5) The peptide sequence is YVFPVIFSR. The MHC is HLA-B35:03 with pseudo-sequence HLA-B35:03. The binding affinity (normalized) is 0. (6) The peptide sequence is FHNNWGATL. The MHC is HLA-B15:01 with pseudo-sequence HLA-B15:01. The binding affinity (normalized) is 0.0847. (7) The peptide sequence is LVAPHMAMM. The MHC is HLA-A25:01 with pseudo-sequence HLA-A25:01. The binding affinity (normalized) is 0.165.